This data is from Catalyst prediction with 721,799 reactions and 888 catalyst types from USPTO. The task is: Predict which catalyst facilitates the given reaction. (1) Reactant: [C:1]([O:4][CH:5]1[C:9]2=[N:10][CH:11]=[C:12]([NH2:28])[C:13]([N:14]3[CH2:19][CH2:18][CH2:17][C@H:16]([NH:20][C:21]([O:23][C:24]([CH3:27])([CH3:26])[CH3:25])=[O:22])[CH2:15]3)=[C:8]2[CH2:7][CH2:6]1)(=[O:3])[CH3:2].[F:29][C:30]1[C:35]([O:36][CH3:37])=[CH:34][CH:33]=[C:32]([F:38])[C:31]=1[C:39]1[N:44]=[C:43]([C:45](O)=[O:46])[CH:42]=[CH:41][C:40]=1[F:48].CN(C(ON1N=NC2C=CC=NC1=2)=[N+](C)C)C.F[P-](F)(F)(F)(F)F.CCN(C(C)C)C(C)C. Product: [C:1]([O:4][CH:5]1[C:9]2=[N:10][CH:11]=[C:12]([NH:28][C:45]([C:43]3[CH:42]=[CH:41][C:40]([F:48])=[C:39]([C:31]4[C:32]([F:38])=[CH:33][CH:34]=[C:35]([O:36][CH3:37])[C:30]=4[F:29])[N:44]=3)=[O:46])[C:13]([N:14]3[CH2:19][CH2:18][CH2:17][C@H:16]([NH:20][C:21]([O:23][C:24]([CH3:27])([CH3:26])[CH3:25])=[O:22])[CH2:15]3)=[C:8]2[CH2:7][CH2:6]1)(=[O:3])[CH3:2]. The catalyst class is: 121. (2) Reactant: [OH:1][CH:2]([CH2:6][CH:7]([CH3:9])[CH3:8])[C:3]([OH:5])=[O:4].O1[B:15]([C@@H:16]([NH:21][C:22](=[O:35])[CH2:23][NH:24][C:25](=[O:34])[C:26]2[CH:31]=[C:30]([Cl:32])[CH:29]=[CH:28][C:27]=2[Cl:33])[CH2:17][CH:18]([CH3:20])[CH3:19])O[B:15]([C@@H:16]([NH:21][C:22](=[O:35])[CH2:23][NH:24][C:25](=[O:34])[C:26]2[CH:31]=[C:30]([Cl:32])[CH:29]=[CH:28][C:27]=2[Cl:33])[CH2:17][CH:18]([CH3:20])[CH3:19])O[B:15]1[C@@H:16]([NH:21][C:22](=[O:35])[CH2:23][NH:24][C:25](=[O:34])[C:26]1[CH:31]=[C:30]([Cl:32])[CH:29]=[CH:28][C:27]=1[Cl:33])[CH2:17][CH:18]([CH3:20])[CH3:19]. Product: [Cl:33][C:27]1[CH:28]=[CH:29][C:30]([Cl:32])=[CH:31][C:26]=1[C:25]([NH:24][CH2:23][C:22]([NH:21][C@H:16]([B:15]1[O:1][C@@H:2]([CH2:6][CH:7]([CH3:9])[CH3:8])[C:3](=[O:5])[O:4]1)[CH2:17][CH:18]([CH3:20])[CH3:19])=[O:35])=[O:34]. The catalyst class is: 25. (3) Reactant: Cl[CH2:2][CH2:3][CH2:4][CH2:5][CH2:6][CH2:7][CH2:8][CH2:9][CH2:10][C:11]#[C:12][Si:13]([CH2:22][C:23](=[CH2:25])[CH3:24])([CH2:18][C:19](=[CH2:21])[CH3:20])[CH2:14][C:15](=[CH2:17])[CH3:16].[N-:26]=[N+:27]=[N-:28].[Na+]. Product: [N:26]([CH2:2][CH2:3][CH2:4][CH2:5][CH2:6][CH2:7][CH2:8][CH2:9][CH2:10][CH2:11][CH2:12][Si:13]([CH2:22][C:23](=[CH2:25])[CH3:24])([CH2:18][C:19](=[CH2:21])[CH3:20])[CH2:14][C:15](=[CH2:17])[CH3:16])=[N+:27]=[N-:28]. The catalyst class is: 9. (4) Reactant: Cl.[CH2:2]([C@:9]12[C:22]3[C:17](=[CH:18][C:19]([C:23]([O:25][CH3:26])=[O:24])=[CH:20][CH:21]=3)[CH:16]=[CH:15][C@H:14]1[CH2:13][C:12]1(OCC[O:27]1)[CH2:11][CH2:10]2)[C:3]1[CH:8]=[CH:7][CH:6]=[CH:5][CH:4]=1.C1COCC1. Product: [CH2:2]([C@@:9]12[CH2:10][CH2:11][C:12](=[O:27])[CH2:13][C@@H:14]1[CH:15]=[CH:16][C:17]1[CH:18]=[C:19]([C:23]([O:25][CH3:26])=[O:24])[CH:20]=[CH:21][C:22]2=1)[C:3]1[CH:4]=[CH:5][CH:6]=[CH:7][CH:8]=1. The catalyst class is: 2.